From a dataset of Catalyst prediction with 721,799 reactions and 888 catalyst types from USPTO. Predict which catalyst facilitates the given reaction. (1) Reactant: [C:1]([O:5][C:6]([NH:8][C@@:9]1([CH2:24][F:25])[CH:13]([CH3:14])[C:12](=O)[N:11]([C@@H:16]([C:18]2[CH:23]=[CH:22][CH:21]=[CH:20][CH:19]=2)[CH3:17])[CH2:10]1)=[O:7])([CH3:4])([CH3:3])[CH3:2].B. Product: [C:1]([O:5][C:6]([NH:8][C@@:9]1([CH2:24][F:25])[CH:13]([CH3:14])[CH2:12][N:11]([C@@H:16]([C:18]2[CH:19]=[CH:20][CH:21]=[CH:22][CH:23]=2)[CH3:17])[CH2:10]1)=[O:7])([CH3:2])([CH3:3])[CH3:4]. The catalyst class is: 7. (2) Reactant: [CH3:1][C:2]1[N:7]=[C:6]([C:8]([NH:10][C:11]2[C:12]([C:22]([NH:24][CH2:25][C:26]([F:29])([F:28])[F:27])=[O:23])=[N:13][N:14](C3CCCCO3)[CH:15]=2)=[O:9])[CH:5]=[CH:4][CH:3]=1.O.C1(C)C=CC(S(O)(=O)=O)=CC=1. Product: [CH3:1][C:2]1[N:7]=[C:6]([C:8]([NH:10][C:11]2[C:12]([C:22]([NH:24][CH2:25][C:26]([F:28])([F:27])[F:29])=[O:23])=[N:13][NH:14][CH:15]=2)=[O:9])[CH:5]=[CH:4][CH:3]=1. The catalyst class is: 8.